This data is from Peptide-MHC class I binding affinity with 185,985 pairs from IEDB/IMGT. The task is: Regression. Given a peptide amino acid sequence and an MHC pseudo amino acid sequence, predict their binding affinity value. This is MHC class I binding data. The peptide sequence is SSGDATTAY. The MHC is HLA-A01:01 with pseudo-sequence HLA-A01:01. The binding affinity (normalized) is 0.448.